This data is from CYP2C9 inhibition data for predicting drug metabolism from PubChem BioAssay. The task is: Regression/Classification. Given a drug SMILES string, predict its absorption, distribution, metabolism, or excretion properties. Task type varies by dataset: regression for continuous measurements (e.g., permeability, clearance, half-life) or binary classification for categorical outcomes (e.g., BBB penetration, CYP inhibition). Dataset: cyp2c9_veith. The drug is CCNc1ncc2nc(C)c(=O)n(C3CC3)c2n1. The result is 0 (non-inhibitor).